From a dataset of Reaction yield outcomes from USPTO patents with 853,638 reactions. Predict the reaction yield, written as a fraction of the theoretical maximum amount of product (1.0 means a 100% yield; for example, 0.34 means a 34% yield). The reactants are [NH:1]1[CH2:6][CH2:5][O:4][CH2:3][CH2:2]1.C(N(CC)CC)C.Br[CH2:15][C:16]1[S:17][CH:18]=[C:19]([C:21]2[CH:26]=[C:25]([C:27]([CH3:30])([CH3:29])[CH3:28])[C:24]([OH:31])=[C:23]([C:32]([CH3:35])([CH3:34])[CH3:33])[CH:22]=2)[N:20]=1.C(OCC)(=O)C. The catalyst is CN(C)C=O. The product is [C:32]([C:23]1[CH:22]=[C:21]([C:19]2[N:20]=[C:16]([CH2:15][N:1]3[CH2:6][CH2:5][O:4][CH2:3][CH2:2]3)[S:17][CH:18]=2)[CH:26]=[C:25]([C:27]([CH3:30])([CH3:29])[CH3:28])[C:24]=1[OH:31])([CH3:35])([CH3:34])[CH3:33]. The yield is 0.920.